From a dataset of Reaction yield outcomes from USPTO patents with 853,638 reactions. Predict the reaction yield, written as a fraction of the theoretical maximum amount of product (1.0 means a 100% yield; for example, 0.34 means a 34% yield). (1) The reactants are S(S([O-])=O)([O-])=O.[Na+].[Na+].[NH4+].[OH-].[Cl:11][C:12]1[CH:17]=[CH:16][CH:15]=[C:14]([Cl:18])[C:13]=1[C:19]1[NH:20][C:21]([C:38]2[CH:43]=[CH:42][CH:41]=[CH:40][CH:39]=2)=[C:22]([C:24]2[N:29]=[C:28]([NH:30][CH2:31][CH:32]([CH3:34])[CH3:33])[C:27]([N+:35]([O-])=O)=[CH:26][CH:25]=2)[N:23]=1.O. The catalyst is C1COCC1.CCOC(C)=O. The product is [Cl:11][C:12]1[CH:17]=[CH:16][CH:15]=[C:14]([Cl:18])[C:13]=1[C:19]1[NH:20][C:21]([C:38]2[CH:39]=[CH:40][CH:41]=[CH:42][CH:43]=2)=[C:22]([C:24]2[N:29]=[C:28]([NH:30][CH2:31][CH:32]([CH3:34])[CH3:33])[C:27]([NH2:35])=[CH:26][CH:25]=2)[N:23]=1. The yield is 0.980. (2) The reactants are [N:1]1([C:9]2[CH:10]=[N:11][CH:12]=[C:13]([CH:16]=2)[C:14]#[N:15])[CH2:5][CH2:4][C@@H:3]2[CH2:6][NH:7][CH2:8][C@H:2]12.[C:17]([OH:24])(=[O:23])/[CH:18]=[CH:19]/[C:20]([OH:22])=[O:21]. No catalyst specified. The product is [C:17]([OH:24])(=[O:23])/[CH:18]=[CH:19]/[C:20]([OH:22])=[O:21].[N:1]1([C:9]2[CH:10]=[N:11][CH:12]=[C:13]([CH:16]=2)[C:14]#[N:15])[CH2:5][CH2:4][C@@H:3]2[CH2:6][NH:7][CH2:8][C@H:2]12. The yield is 0.670. (3) The reactants are [F:1][C:2]([F:18])([F:17])[C:3]1[N:8]=[CH:7][C:6]([C:9]2[CH:14]=[C:13]([CH2:15][NH2:16])[CH:12]=[CH:11][N:10]=2)=[CH:5][N:4]=1.[F:19][C:20]1[CH:25]=[CH:24][C:23]([S:26]([N:29]([CH2:33][C:34](O)=[O:35])[CH:30]([CH3:32])[CH3:31])(=[O:28])=[O:27])=[CH:22][CH:21]=1.CN(C(ON1N=NC2C=CC=NC1=2)=[N+](C)C)C.F[P-](F)(F)(F)(F)F.C(N(CC)C(C)C)(C)C.OS([O-])(=O)=O.[K+]. The catalyst is C(Cl)Cl. The product is [F:19][C:20]1[CH:21]=[CH:22][C:23]([S:26]([N:29]([CH:30]([CH3:32])[CH3:31])[CH2:33][C:34]([NH:16][CH2:15][C:13]2[CH:12]=[CH:11][N:10]=[C:9]([C:6]3[CH:5]=[N:4][C:3]([C:2]([F:1])([F:17])[F:18])=[N:8][CH:7]=3)[CH:14]=2)=[O:35])(=[O:27])=[O:28])=[CH:24][CH:25]=1. The yield is 0.790. (4) The reactants are [NH2:1][C:2]1[CH:14]=[CH:13][C:12]([C:15]2[CH:16]=[N:17][N:18]([CH2:20][CH2:21][CH2:22][OH:23])[CH:19]=2)=[CH:11][C:3]=1[C:4]([N:6](CC)[CH2:7]C)=[O:5].NC1C(C(NC)=O)=C([F:35])C(Br)=CC=1. No catalyst specified. The product is [NH2:1][C:2]1[C:3]([C:4]([NH:6][CH3:7])=[O:5])=[C:11]([F:35])[C:12]([C:15]2[CH:16]=[N:17][N:18]([CH2:20][CH2:21][CH2:22][OH:23])[CH:19]=2)=[CH:13][CH:14]=1. The yield is 0.340. (5) The reactants are [CH3:1][C:2]1[C:3]([C:11]2[S:15][C:14]([C:16]([OH:18])=O)=[CH:13][CH:12]=2)=[N:4][O:5][C:6]=1[C:7]([F:10])([F:9])[F:8].[NH:19]1[CH2:23][CH2:22][CH2:21][C@H:20]1[CH2:24][N:25]1[CH2:29][CH2:28][CH2:27][CH2:26]1.C1COCC1.N1CCCCC1. The catalyst is C(N(CC)CC)C. The product is [CH3:1][C:2]1[C:3]([C:11]2[S:15][C:14]([C:16]([N:19]3[CH2:23][CH2:22][CH2:21][C@H:20]3[CH2:24][N:25]3[CH2:29][CH2:28][CH2:27][CH2:26]3)=[O:18])=[CH:13][CH:12]=2)=[N:4][O:5][C:6]=1[C:7]([F:8])([F:9])[F:10]. The yield is 0.850. (6) The reactants are [Br:1][C:2]1[CH:7]=[CH:6][C:5]([S:8]([NH2:11])(=[O:10])=[O:9])=[CH:4][CH:3]=1.CO[CH:14](OC)[N:15]([CH3:17])[CH3:16].O. The catalyst is CN(C)C=O. The product is [Br:1][C:2]1[CH:3]=[CH:4][C:5]([S:8]([N:11]=[CH:14][N:15]([CH3:17])[CH3:16])(=[O:9])=[O:10])=[CH:6][CH:7]=1. The yield is 0.850.